Dataset: Catalyst prediction with 721,799 reactions and 888 catalyst types from USPTO. Task: Predict which catalyst facilitates the given reaction. (1) Reactant: [C:1]1([C:7]2[CH:19]=[CH:18][C:10]3[S:11][C:12]([C:14]([O:16]C)=[O:15])=[CH:13][C:9]=3[CH:8]=2)[CH:6]=[CH:5][CH:4]=[CH:3][CH:2]=1.O.[OH-].[Li+].O. Product: [C:1]1([C:7]2[CH:19]=[CH:18][C:10]3[S:11][C:12]([C:14]([OH:16])=[O:15])=[CH:13][C:9]=3[CH:8]=2)[CH:2]=[CH:3][CH:4]=[CH:5][CH:6]=1. The catalyst class is: 5. (2) Reactant: [C:1]1([S:7]([N:10]2[C:14]3=[N:15][CH:16]=[C:17]([F:19])[CH:18]=[C:13]3[CH:12]=[C:11]2[C:20](=[O:27])[CH2:21][CH:22]2[CH2:26][CH2:25][CH2:24][CH2:23]2)(=[O:9])=[O:8])[CH:6]=[CH:5][CH:4]=[CH:3][CH:2]=1.C[Si]([N-][Si](C)(C)C)(C)C.[Li+].[C:38]1([CH3:58])[CH:43]=[CH:42][C:41]([S:44](O[S:44]([C:41]2[CH:42]=[CH:43][C:38]([CH3:58])=[CH:39][CH:40]=2)(=[O:46])=[O:45])(=[O:46])=[O:45])=[CH:40][CH:39]=1. Product: [C:1]1([S:7]([N:10]2[C:14]3=[N:15][CH:16]=[C:17]([F:19])[CH:18]=[C:13]3[CH:12]=[C:11]2[C:20]([O:27][S:44]([C:41]2[CH:42]=[CH:43][C:38]([CH3:58])=[CH:39][CH:40]=2)(=[O:46])=[O:45])=[CH:21][CH:22]2[CH2:23][CH2:24][CH2:25][CH2:26]2)(=[O:9])=[O:8])[CH:2]=[CH:3][CH:4]=[CH:5][CH:6]=1. The catalyst class is: 7.